From a dataset of Catalyst prediction with 721,799 reactions and 888 catalyst types from USPTO. Predict which catalyst facilitates the given reaction. (1) Product: [Br:26][CH2:17][C:10]1[C:9]([F:18])=[C:8]([C:4]2[CH:5]=[CH:6][CH:7]=[C:2]([Cl:1])[CH:3]=2)[C:13]2[N:14]=[CH:15][S:16][C:12]=2[CH:11]=1. The catalyst class is: 340. Reactant: [Cl:1][C:2]1[CH:3]=[C:4]([C:8]2[C:13]3[N:14]=[CH:15][S:16][C:12]=3[CH:11]=[C:10]([CH3:17])[C:9]=2[F:18])[CH:5]=[CH:6][CH:7]=1.C1C(=O)N([Br:26])C(=O)C1. (2) Reactant: [O:1]1[C:6]2[CH:7]=[CH:8][CH:9]=[CH:10][C:5]=2[O:4][CH2:3][CH:2]1[C:11](O)=O.CN(C(ON1N=NC2C=CC=NC1=2)=[N+](C)C)C.F[P-](F)(F)(F)(F)F.CCN(CC)CC.[Br:45][C:46]1[CH:47]=[C:48]([NH2:53])[C:49]([NH2:52])=[N:50][CH:51]=1.CC1C=CC(S(O)(=O)=O)=CC=1. Product: [Br:45][C:46]1[CH:47]=[C:48]2[NH:53][C:11]([CH:2]3[O:1][C:6]4[CH:7]=[CH:8][CH:9]=[CH:10][C:5]=4[O:4][CH2:3]3)=[N:52][C:49]2=[N:50][CH:51]=1. The catalyst class is: 3.